From a dataset of Experimentally validated miRNA-target interactions with 360,000+ pairs, plus equal number of negative samples. Binary Classification. Given a miRNA mature sequence and a target amino acid sequence, predict their likelihood of interaction. (1) Result: 0 (no interaction). The miRNA is hsa-miR-4511 with sequence GAAGAACUGUUGCAUUUGCCCU. The protein sequence of the target gene is MEGAEGNAGQPGPAERSHRSSVSSVGARAADVLVYLADDTVVPLAVENLSSISAHELHRAVREVLQLPDVALEAFALWLVSPLLEVQLKPKHQPYKLGRQWPELLLRFTNASDDDVAMDEPSLQFRRNVFFPRRRELQIHDEEVLRLLYEEAKGNVLTARYPCDLEDCEVLGGLVCRVQLGPYQPGQPAACTLREKLDSFLPAHLCKRGHGLFAAFRGRGAKTGPGEQGLLNAYRQVKEVTGNNSEREATLGSHYRAYLLKCHELPFYGCAFFHGEVDKPAQGFLHRGGRKPVTVAISLE.... (2) The miRNA is hsa-miR-1297 with sequence UUCAAGUAAUUCAGGUG. The protein sequence of the target gene is MRHSLTKLLAASGSNSPTRSESPEPAATCSLPSDLTRAAAGEEETAAAGSPGRKQQFGDEGELEAGRGSRGGVAVRAPSPEEMEEEAIASLPGEETEDMDFLSGLELADLLDPRQPDWHLDPGLSSPGPLSSSGGGSDSGGLWRGDDDDEAAAAEMQRFSDLLQRLLNGIGGCSSSSDSGSAEKRRRKSPGGGGGGGSGNDNNQAATKSPRKAAAAAARLNRLKKKEYVMGLESRVRGLAAENQELRAENRELGKRVQALQEESRYLRAVLANETGLARLLSRLSGVGLRLTTSLFRDSP.... Result: 1 (interaction). (3) The miRNA is hsa-miR-582-5p with sequence UUACAGUUGUUCAACCAGUUACU. The protein sequence of the target gene is MELTELLLVVMLLLTARLTLSSPAPPACDLRVLSKLLRDSHVLHSRLSQCPEVHPLPTPVLLPAVDFSLGEWKTQMEETKAQDILGAVTLLLEGVMAARGQLGPTCLSSLLGQLSGQVRLLLGALQSLLGTQLPPQGRTTAHKDPNAIFLSFQHLLRGKVRFLMLVGGSTLCVRRAPPTTAVPSRTSLVLTLNELPNRTSGLLETNFTASARTTGSGLLKWQQGFRAKIPGLLNQTSRSLDQIPGYLNRIHELLNGTRGLFPGPSRRTLGAPDISSGTSDTGSLPPNLQPGYSPSPTHPP.... Result: 0 (no interaction). (4) The protein sequence of the target gene is MAALQSAPDSPATQLEPAEDGSECDADPEEEEEEEQQEEEDEEEEEEVVVEEVATPVQEVAEVEVEANSADNGGGDDDDDGGGGDDDVEEVLAEEQTLSLGTQERHSNGGHAKAPVLQGKALQTSRVSPTTQDEDVEEEEEEEDEEHFLTQGLVTFEDVAVYFSLEEWERLGVDQRDLYREVMQENYGILVSLGYPIPKPDLIFHLEQGEEPWVEDGPHPEEGDVVTGVYTGAWFWNDDIEDHEEEDDEDFLAEVAEEENEPPGLWSAAYGVGDVPGTWGPDDSDSVQTPEGWGPNPGSL.... The miRNA is hsa-miR-99a-5p with sequence AACCCGUAGAUCCGAUCUUGUG. Result: 0 (no interaction). (5) The miRNA is mmu-miR-302b-3p with sequence UAAGUGCUUCCAUGUUUUAGUAG. The protein sequence of the target gene is MAAVAAEAAATAASPGEGGAGEAEPELEPIPGSEAGTPLPVTATEAAVPDGEADGRQSAPQADEQPLPPPPPPPPPGELADSSEAEEAKPPEPAAVPVSPPEQPPAAPEQPEDAPRPPPAPALVPPAGGDSAVSHLIPGSEVRVTLDHIIEDALVVSFRLGEKLFSGVLMDLSKRFGPHGIPVTVFPKREYKDKPDAMQLQSTTFQEGIEVKQEVNGAVPDDLSPVPPPERLWASKPPPLFHEGAPYPPPLFIRDTYNQSIPQPPPRKIKRPKRKMYREEPTSIMNAIKLRPRQVLCDKC.... Result: 1 (interaction). (6) The miRNA is mmu-miR-294-3p with sequence AAAGUGCUUCCCUUUUGUGUGU. The protein sequence of the target gene is MDEEIAALVVDNGSGMCKAGFAGDDAPRAVFPSIVGRPRHQGVMVGMGQKDSYVGDEAQSKRGILTLKYPIEHGIVTNWDDMEKIWHHTFYNELRVAPEEHPVLLTEAPLNPKANREKMTQIMFETFNTPAMYVAIQAVLSLYASGRTTGIVMDSGDGVTHTVPIYEGYALPHAILRLDLAGRDLTDYLMKILTERGYSFTTTAEREIVRDIKEKLCYVALDFEQEMGTAASSSSLEKSYELPDGQVITIGNERFRCPEALFQPSFLGMESCGIHETTFNSIMKCDVDIRKDLYANTVLS.... Result: 0 (no interaction). (7) The miRNA is hsa-miR-4303 with sequence UUCUGAGCUGAGGACAG. The protein sequence of the target gene is MTDPFCVGGRRLPGSSKSGPGKDGSRKEVRLPMLHDPPKMGMPVVRGGQTVPGQAPLCFDPGSPASDKTEGKKKGRPKAENQALRDIPLSLMNDWKDEFKAHSRVKCPNSGCWLEFPSIYGLKYHYQRCQGGAISDRLAFPCPFCEAAFTSKTQLEKHRIWNHMDRPLPASKPGPISRPVTISRPVGVSKPIGVSKPVTIGKPVGVSKPIGISKPVSVGRPMPVTKAIPVTRPVPVTKPVTVSRPMPVTKAMPVTKPITVTKSVPVTKPVPVTKPITVTKLVTVTKPVPVTKPVTVSRPI.... Result: 1 (interaction).